Dataset: Forward reaction prediction with 1.9M reactions from USPTO patents (1976-2016). Task: Predict the product of the given reaction. (1) Given the reactants C(O[C:4]([C:6]1[CH:7]=[N:8][C:9]2[C:14]([C:15]=1[NH:16][CH:17]1[CH2:21][CH2:20][CH2:19][CH2:18]1)=[CH:13][CH:12]=[CH:11][C:10]=2[O:22][CH3:23])=[O:5])C.[O:24]1[CH:28]=[CH:27][CH:26]=[C:25]1[CH2:29][N:30]=[C:31]=[O:32], predict the reaction product. The product is: [CH:17]1([N:16]2[C:15]3[C:14]4[CH:13]=[CH:12][CH:11]=[C:10]([O:22][CH3:23])[C:9]=4[N:8]=[CH:7][C:6]=3[C:4](=[O:5])[N:30]([CH2:29][C:25]3[O:24][CH:28]=[CH:27][CH:26]=3)[C:31]2=[O:32])[CH2:18][CH2:19][CH2:20][CH2:21]1. (2) The product is: [NH2:1][C:4]1[C:5]([O:18][CH3:19])=[C:6]([C:10]2[CH:11]=[C:12]([C:15]([OH:17])=[O:16])[S:13][CH:14]=2)[CH:7]=[CH:8][CH:9]=1. Given the reactants [N+:1]([C:4]1[C:5]([O:18][CH3:19])=[C:6]([C:10]2[CH:11]=[C:12]([C:15]([OH:17])=[O:16])[S:13][CH:14]=2)[CH:7]=[CH:8][CH:9]=1)([O-])=O.C([O-])=O.[NH4+], predict the reaction product.